Dataset: Reaction yield outcomes from USPTO patents with 853,638 reactions. Task: Predict the reaction yield, written as a fraction of the theoretical maximum amount of product (1.0 means a 100% yield; for example, 0.34 means a 34% yield). (1) The reactants are [N:1]1[CH:6]=[CH:5][C:4]([CH3:7])=[CH:3][CH:2]=1.[CH:8]([I:11])([CH3:10])[CH3:9]. The catalyst is C(#N)C. The product is [I-:11].[CH:8]([N+:1]1[CH:6]=[CH:5][C:4]([CH3:7])=[CH:3][CH:2]=1)([CH3:10])[CH3:9]. The yield is 0.850. (2) The reactants are [OH:1][C@@H:2]1[CH2:6][CH2:5][N:4]([C:7]([O:9][C:10]([CH3:13])([CH3:12])[CH3:11])=[O:8])[CH2:3]1.[N+:14]([C:17]1[CH:22]=[CH:21][CH:20]=[CH:19][C:18]=1[S:23](Cl)(=[O:25])=[O:24])([O-:16])=[O:15].C(N(CC)CC)C. The catalyst is CN(C)C1C=CN=CC=1.C(Cl)Cl. The product is [N+:14]([C:17]1[CH:22]=[CH:21][CH:20]=[CH:19][C:18]=1[S:23]([O:1][C@@H:2]1[CH2:6][CH2:5][N:4]([C:7]([O:9][C:10]([CH3:13])([CH3:12])[CH3:11])=[O:8])[CH2:3]1)(=[O:25])=[O:24])([O-:16])=[O:15]. The yield is 0.730. (3) The reactants are [CH:1]1([C:4]2[CH:9]=[CH:8][C:7]([CH2:10][C:11]([OH:13])=O)=[CH:6][CH:5]=2)[CH2:3][CH2:2]1.[CH2:14]([C@@H:21]1[CH2:25][O:24][C:23](=[O:26])[NH:22]1)[C:15]1[CH:20]=[CH:19][CH:18]=[CH:17][CH:16]=1.C(N(CC)CC)C.C(Cl)(=O)C(C)(C)C. The catalyst is C1(C)C=CC=CC=1. The product is [CH2:14]([C@@H:21]1[CH2:25][O:24][C:23](=[O:26])[N:22]1[C:11](=[O:13])[CH2:10][C:7]1[CH:6]=[CH:5][C:4]([CH:1]2[CH2:2][CH2:3]2)=[CH:9][CH:8]=1)[C:15]1[CH:16]=[CH:17][CH:18]=[CH:19][CH:20]=1. The yield is 0.640. (4) The reactants are [I:1][C:2]1[CH:7]=[C:6]([N+:8]([O-:10])=[O:9])[CH:5]=[CH:4][C:3]=1N.N([O-])=O.[Na+].[C-:16]#[N:17].[K+]. The catalyst is Cl.O. The product is [I:1][C:2]1[CH:7]=[C:6]([N+:8]([O-:10])=[O:9])[CH:5]=[CH:4][C:3]=1[C:16]#[N:17]. The yield is 0.440. (5) The reactants are [O:1]=[C:2]1[C:11]([C:12]([O:14]CC)=[O:13])=[N:10][C:9]2[C:4](=[CH:5][CH:6]=[CH:7][CH:8]=2)[N:3]1[CH2:17][O:18][CH2:19][C:20]([F:23])([F:22])[F:21].O.[OH-].[Li+]. The catalyst is C(O)C.O. The product is [O:1]=[C:2]1[C:11]([C:12]([OH:14])=[O:13])=[N:10][C:9]2[C:4](=[CH:5][CH:6]=[CH:7][CH:8]=2)[N:3]1[CH2:17][O:18][CH2:19][C:20]([F:23])([F:21])[F:22]. The yield is 0.530. (6) The reactants are [Cl:1][C:2]1[CH:7]=[C:6]([Cl:8])[CH:5]=[CH:4][C:3]=1[C:9]1[N:10]=[C:11]([CH2:14][CH2:15][CH2:16][C:17]2[CH:22]=[CH:21][C:20]([I:23])=[CH:19][CH:18]=2)[NH:12][CH:13]=1.Br[CH2:25][C:26]1[CH:35]=[CH:34][C:29]([C:30]([O:32][CH3:33])=[O:31])=[CH:28][CH:27]=1. No catalyst specified. The product is [CH3:33][O:32][C:30](=[O:31])[C:29]1[CH:34]=[CH:35][C:26]([CH2:25][N:12]2[CH:13]=[C:9]([C:3]3[CH:4]=[CH:5][C:6]([Cl:8])=[CH:7][C:2]=3[Cl:1])[N:10]=[C:11]2[CH2:14][CH2:15][CH2:16][C:17]2[CH:18]=[CH:19][C:20]([I:23])=[CH:21][CH:22]=2)=[CH:27][CH:28]=1. The yield is 0.610. (7) The catalyst is ClCCl.N1C=CC=CC=1.CN(C=O)C. The product is [F:13][C:2]([F:1])([F:14])[C:3]1[CH:4]=[CH:5][C:6]([CH2:9][C:10]2[O:12][N:28]=[C:22]([C:23]([O:25][CH2:26][CH3:27])=[O:24])[N:21]=2)=[CH:7][CH:8]=1. The reactants are [F:1][C:2]([F:14])([F:13])[C:3]1[CH:8]=[CH:7][C:6]([CH2:9][C:10]([OH:12])=O)=[CH:5][CH:4]=1.C(Cl)(=O)C(Cl)=O.[NH2:21][C:22](=[N:28]O)[C:23]([O:25][CH2:26][CH3:27])=[O:24].C(N(CC)C(C)C)(C)C. The yield is 0.340. (8) The reactants are Br[C:2]1[C:10]2[C:9](=[O:11])[N:8]([CH2:12][CH2:13][C:14]3[CH:19]=[CH:18][CH:17]=[CH:16][N:15]=3)[N:7]=[C:6]([C:20]3[CH:25]=[CH:24][N:23]=[CH:22][CH:21]=3)[C:5]=2[S:4][CH:3]=1.[N:26]1[CH:31]=[CH:30][C:29](B(O)O)=[CH:28][CH:27]=1. No catalyst specified. The product is [N:26]1[CH:31]=[CH:30][C:29]([C:2]2[C:10]3[C:9](=[O:11])[N:8]([CH2:12][CH2:13][C:14]4[CH:19]=[CH:18][CH:17]=[CH:16][N:15]=4)[N:7]=[C:6]([C:20]4[CH:25]=[CH:24][N:23]=[CH:22][CH:21]=4)[C:5]=3[S:4][CH:3]=2)=[CH:28][CH:27]=1. The yield is 0.752.